Dataset: Catalyst prediction with 721,799 reactions and 888 catalyst types from USPTO. Task: Predict which catalyst facilitates the given reaction. Reactant: Cl[C:2]1[N:11]=[C:10]([NH:12][CH2:13][CH:14]([C:20]2[CH:21]=[N:22][CH:23]=[CH:24][CH:25]=2)[C:15]2[NH:16][CH:17]=[CH:18][CH:19]=2)[C:9]2[C:4](=[CH:5][CH:6]=[CH:7][CH:8]=2)[N:3]=1.[CH3:26][S:27]([NH:30][C:31]1[CH:36]=[CH:35][C:34](B(O)O)=[CH:33][CH:32]=1)(=[O:29])=[O:28].C1(C(C2C=CC=CN=2)CNC2C3C(=CC=CC=3)N=C(C3C=CC(NS(C)(=O)=O)=CC=3)N=2)C=CC=CC=1. Product: [N:22]1[CH:23]=[CH:24][CH:25]=[C:20]([CH:14]([C:15]2[NH:16][CH:17]=[CH:18][CH:19]=2)[CH2:13][NH:12][C:10]2[C:9]3[C:4](=[CH:5][CH:6]=[CH:7][CH:8]=3)[N:3]=[C:2]([C:34]3[CH:33]=[CH:32][C:31]([NH:30][S:27]([CH3:26])(=[O:28])=[O:29])=[CH:36][CH:35]=3)[N:11]=2)[CH:21]=1. The catalyst class is: 147.